This data is from Full USPTO retrosynthesis dataset with 1.9M reactions from patents (1976-2016). The task is: Predict the reactants needed to synthesize the given product. (1) The reactants are: [N+:1]([C:4]1[CH:5]=[C:6]2[C:10](=[CH:11][CH:12]=1)[NH:9][CH:8]=[C:7]2[C:13]1[CH2:18][CH2:17][C:16](=O)[CH2:15][CH:14]=1)([O-:3])=[O:2].CC(O)=O.Cl.[CH3:25][NH2:26].[BH-](OC(C)=O)(OC(C)=O)OC(C)=O.[Na+].[OH-].[Na+]. Given the product [CH3:25][NH:26][CH:16]1[CH2:17][CH2:18][C:13]([C:7]2[C:6]3[C:10](=[CH:11][CH:12]=[C:4]([N+:1]([O-:3])=[O:2])[CH:5]=3)[NH:9][CH:8]=2)=[CH:14][CH2:15]1, predict the reactants needed to synthesize it. (2) The reactants are: [F:1][C:2]1[CH:17]=[CH:16][C:5]2[N:6]=[C:7]([C:9]3[C:10]([NH2:15])=[N:11][CH:12]=[CH:13][N:14]=3)[O:8][C:4]=2[CH:3]=1.[Br:18]N1C(=O)CCC1=O. Given the product [Br:18][C:13]1[N:14]=[C:9]([C:7]2[O:8][C:4]3[CH:3]=[C:2]([F:1])[CH:17]=[CH:16][C:5]=3[N:6]=2)[C:10]([NH2:15])=[N:11][CH:12]=1, predict the reactants needed to synthesize it.